Dataset: Catalyst prediction with 721,799 reactions and 888 catalyst types from USPTO. Task: Predict which catalyst facilitates the given reaction. (1) Reactant: [F:1][C:2]1[CH:3]=[C:4]([C:8]2[N:13]=[CH:12][C:11]([C:14]([OH:16])=O)=[CH:10][N:9]=2)[CH:5]=[CH:6][CH:7]=1.CN(C(ON1N=NC2C=CC(=CC1=2)Cl)=[N+](C)C)C.F[P-](F)(F)(F)(F)F.CCN(C(C)C)C(C)C.[F:51][C:52]1[CH:53]=[C:54]2[C:58](=[CH:59][CH:60]=1)[N:57]([NH2:61])[CH:56]=[C:55]2[CH3:62]. Product: [F:51][C:52]1[CH:53]=[C:54]2[C:58](=[CH:59][CH:60]=1)[N:57]([NH:61][C:14]([C:11]1[CH:12]=[N:13][C:8]([C:4]3[CH:5]=[CH:6][CH:7]=[C:2]([F:1])[CH:3]=3)=[N:9][CH:10]=1)=[O:16])[CH:56]=[C:55]2[CH3:62]. The catalyst class is: 303. (2) Reactant: [F:1][C:2]1[CH:7]=[CH:6][CH:5]=[C:4]([F:8])[C:3]=1[NH:9][C:10]([C:12]1[CH:13]=[C:14]([CH:19]=[CH:20][CH:21]=1)[C:15]([O:17]C)=O)=[O:11].[Cl:22][C:23]1[N:28]=[C:27]([CH3:29])[CH:26]=[CH:25][N:24]=1.[Li+].C[Si]([N-][Si](C)(C)C)(C)C.Cl. Product: [Cl:22][C:23]1[N:28]=[C:27]([CH2:29][C:15]([C:14]2[CH:13]=[C:12]([CH:21]=[CH:20][CH:19]=2)[C:10]([NH:9][C:3]2[C:4]([F:8])=[CH:5][CH:6]=[CH:7][C:2]=2[F:1])=[O:11])=[O:17])[CH:26]=[CH:25][N:24]=1. The catalyst class is: 1. (3) Reactant: C1N(P(Cl)(N2C(=O)OCC2)=O)C(=O)OC1.[C:16]([O:20][C:21]([NH:23][C@@H:24]([CH2:28][C:29]1[CH:34]=[CH:33][CH:32]=[CH:31][CH:30]=1)[C:25]([OH:27])=O)=[O:22])([CH3:19])([CH3:18])[CH3:17].[CH2:35]([NH:42][C:43]1[CH:48]=[CH:47][C:46]([O:49][CH3:50])=[CH:45][CH:44]=1)[C:36]1[CH:41]=[CH:40][CH:39]=[CH:38][CH:37]=1.CCN(C(C)C)C(C)C. Product: [CH2:35]([N:42]([C:43]1[CH:44]=[CH:45][C:46]([O:49][CH3:50])=[CH:47][CH:48]=1)[C:25](=[O:27])[C@@H:24]([NH:23][C:21](=[O:22])[O:20][C:16]([CH3:17])([CH3:18])[CH3:19])[CH2:28][C:29]1[CH:34]=[CH:33][CH:32]=[CH:31][CH:30]=1)[C:36]1[CH:37]=[CH:38][CH:39]=[CH:40][CH:41]=1. The catalyst class is: 2. (4) Reactant: [N:1]1[CH:6]=[CH:5][CH:4]=[CH:3][C:2]=1[NH:7][C:8](=[O:16])OC1C=CC=CC=1.[CH3:17][CH:18]1[CH2:23][CH2:22][N:21]([C:24]2[C:29]([CH2:30][NH2:31])=[CH:28][CH:27]=[C:26]([C:32]([F:35])([F:34])[F:33])[N:25]=2)[CH2:20][CH2:19]1. Product: [CH3:17][CH:18]1[CH2:19][CH2:20][N:21]([C:24]2[C:29]([CH2:30][NH:31][C:8]([NH:7][C:2]3[CH:3]=[CH:4][CH:5]=[CH:6][N:1]=3)=[O:16])=[CH:28][CH:27]=[C:26]([C:32]([F:35])([F:33])[F:34])[N:25]=2)[CH2:22][CH2:23]1. The catalyst class is: 616. (5) Reactant: [C-:1]#[N:2].[K+].Br[CH2:5][C:6]1[CH:11]=[C:10]([CH3:12])[CH:9]=[C:8]([Cl:13])[CH:7]=1.CCOCC. Product: [Cl:13][C:8]1[CH:7]=[C:6]([CH2:5][C:1]#[N:2])[CH:11]=[C:10]([CH3:12])[CH:9]=1. The catalyst class is: 8.